This data is from Forward reaction prediction with 1.9M reactions from USPTO patents (1976-2016). The task is: Predict the product of the given reaction. (1) Given the reactants COC(C1C2C(=CC=CC=2)C=C(Br)C=1)=O.[C:16]([C:18]1[CH:19]=[C:20]([C:28]([O:30]C)=[O:29])[C:21]2[C:26]([CH:27]=1)=[CH:25][CH:24]=[CH:23][CH:22]=2)#[N:17].[Li+].[OH-], predict the reaction product. The product is: [C:16]([C:18]1[CH:19]=[C:20]([C:28]([OH:30])=[O:29])[C:21]2[C:26]([CH:27]=1)=[CH:25][CH:24]=[CH:23][CH:22]=2)#[N:17]. (2) Given the reactants [CH:1]1([C:4]2[N:13]=[C:12](N3CCN(C4C=CC(F)=CC=4OC)CC3)[C:11]3[C:6](=[CH:7][C:8]([O:31][CH3:32])=[C:9]([O:29][CH3:30])[CH:10]=3)[N:5]=2)[CH2:3][CH2:2]1.FC1C=CC(N2CCNCC2)=C(OC)C=1.C[O:49][C:50](=[O:64])[C:51]1[CH:56]=[CH:55][C:54]([N:57]2[CH2:62][CH2:61][NH:60][CH2:59][CH2:58]2)=[C:53]([Cl:63])[CH:52]=1, predict the reaction product. The product is: [Cl:63][C:53]1[CH:52]=[C:51]([CH:56]=[CH:55][C:54]=1[N:57]1[CH2:62][CH2:61][N:60]([C:12]2[C:11]3[C:6](=[CH:7][C:8]([O:31][CH3:32])=[C:9]([O:29][CH3:30])[CH:10]=3)[N:5]=[C:4]([CH:1]3[CH2:3][CH2:2]3)[N:13]=2)[CH2:59][CH2:58]1)[C:50]([OH:49])=[O:64]. (3) Given the reactants [CH3:1][C:2]1[C:10]([N+:11]([O-:13])=[O:12])=[CH:9][C:5]([C:6](O)=[O:7])=[CH:4][C:3]=1[N+:14]([O-:16])=[O:15].S(N)([NH2:20])(=O)=O.O, predict the reaction product. The product is: [CH3:1][C:2]1[C:10]([N+:11]([O-:13])=[O:12])=[CH:9][C:5]([C:6]([NH2:20])=[O:7])=[CH:4][C:3]=1[N+:14]([O-:16])=[O:15].